Predict the reaction yield, written as a fraction of the theoretical maximum amount of product (1.0 means a 100% yield; for example, 0.34 means a 34% yield). From a dataset of Reaction yield outcomes from USPTO patents with 853,638 reactions. (1) The reactants are C([O:3][P:4]([C:9]1[CH:14]=[CH:13][C:12]([CH2:15][NH:16][C:17](=[O:41])[C:18]2[CH:23]=[CH:22][CH:21]=[C:20]([N:24]3[C:28]4=[N:29][CH:30]=[N:31][C:32]([NH2:33])=[C:27]4[C:26]([C:34]4[CH:39]=[CH:38][C:37]([CH3:40])=[CH:36][CH:35]=4)=[N:25]3)[CH:19]=2)=[CH:11][C:10]=1[P:42]([O:47]CC)([O:44]CC)=[O:43])(=[O:8])[O:5]CC)C.[Si](I)(C)(C)C.[OH-].[Na+]. The catalyst is CC#N.CN(C=O)C. The product is [NH2:33][C:32]1[CH:27]2[C:26]([C:34]3[CH:39]=[CH:38][C:37]([CH3:40])=[CH:36][CH:35]=3)=[N:25][N:24]([C:20]3[CH:19]=[C:18]([CH:23]=[CH:22][CH:21]=3)[C:17]([NH:16][CH2:15][C:12]3[CH:13]=[CH:14][C:9]([P:4](=[O:3])([OH:5])[OH:8])=[C:10]([P:42]([OH:47])([OH:44])=[O:43])[CH:11]=3)=[O:41])[CH:28]2[N:29]=[CH:30][N:31]=1. The yield is 0.750. (2) The reactants are Br[C:2]1[C:11]([N+:12]([O-:14])=[O:13])=[CH:10][C:9]([F:15])=[CH:8][C:3]=1[C:4]([O:6][CH3:7])=[O:5]. The catalyst is CN(C)C=O.[Cu]. The product is [F:15][C:9]1[CH:8]=[C:3]([C:4]([O:6][CH3:7])=[O:5])[C:2]([C:2]2[C:3]([C:4]([O:6][CH3:7])=[O:5])=[CH:8][C:9]([F:15])=[CH:10][C:11]=2[N+:12]([O-:14])=[O:13])=[C:11]([N+:12]([O-:14])=[O:13])[CH:10]=1. The yield is 0.810.